Dataset: Forward reaction prediction with 1.9M reactions from USPTO patents (1976-2016). Task: Predict the product of the given reaction. (1) Given the reactants [CH3:1][C:2]([CH3:18])([CH3:17])[C@@H:3]([C:14]([OH:16])=[O:15])[NH:4][C:5]([N:7]([CH3:13])[CH2:8][CH2:9][CH2:10][CH:11]=[CH2:12])=[O:6].[C:19](Cl)(=O)CCCC=C, predict the reaction product. The product is: [CH3:1][C:2]([CH3:18])([CH3:17])[C@@H:3]([C:14]([OH:16])=[O:15])[NH:4][C:5]([N:7]([CH3:13])[CH2:8][CH2:9][CH2:10][CH2:11][CH:12]=[CH2:19])=[O:6]. (2) Given the reactants [N:1]([O-])=O.[Na+].[NH2:5][C:6]1[CH:7]=[N:8][CH:9]=[C:10](OC)[CH:11]=1.C(OC(=O)[CH:18]([NH:24][C:25]([C:27]1[N:28]=[CH:29][N:30]([CH3:32])[CH:31]=1)=O)[C:19]([O:21]CC)=[O:20])C.[C:34](=[O:37])([O-])[O-].[K+].[K+].C[O-].[Na+].[OH-].[Na+], predict the reaction product. The product is: [CH3:34][O:37][C:9]1[N:8]=[CH:7][C:6]([N:5]2[C:25]([C:27]3[N:28]=[CH:29][N:30]([CH3:32])[CH:31]=3)=[N:24][C:18]([C:19]([OH:21])=[O:20])=[N:1]2)=[CH:11][CH:10]=1.